From a dataset of Full USPTO retrosynthesis dataset with 1.9M reactions from patents (1976-2016). Predict the reactants needed to synthesize the given product. Given the product [F:1][C:2]1[CH:11]=[C:10]([C:12]2[C:13]([CH3:53])([CH3:52])[C@H:14]3[C@:27]([CH3:30])([CH2:28][CH:29]=2)[C@@H:26]2[C@:17]([CH3:51])([C@@:18]4([CH3:50])[C@H:23]([CH2:24][CH2:25]2)[C@H:22]2[C@H:31]([C:34]([CH3:36])=[CH2:35])[CH2:32][CH2:33][C@:21]2([NH:37][CH2:38][CH2:39][N:40]2[CH2:41][CH2:42][N:43]([S:46]([CH3:49])(=[O:48])=[O:47])[CH2:44][CH2:45]2)[CH2:20][CH2:19]4)[CH2:16][CH2:15]3)[CH:9]=[CH:8][C:3]=1[C:4]([OH:6])=[O:5], predict the reactants needed to synthesize it. The reactants are: [F:1][C:2]1[CH:11]=[C:10]([C:12]2[C:13]([CH3:53])([CH3:52])[C@H:14]3[C@:27]([CH3:30])([CH2:28][CH:29]=2)[C@@H:26]2[C@:17]([CH3:51])([C@@:18]4([CH3:50])[C@H:23]([CH2:24][CH2:25]2)[C@H:22]2[C@H:31]([C:34]([CH3:36])=[CH2:35])[CH2:32][CH2:33][C@:21]2([NH:37][CH2:38][CH2:39][N:40]2[CH2:45][CH2:44][N:43]([S:46]([CH3:49])(=[O:48])=[O:47])[CH2:42][CH2:41]2)[CH2:20][CH2:19]4)[CH2:16][CH2:15]3)[CH:9]=[CH:8][C:3]=1[C:4]([O:6]C)=[O:5].[OH-].[Na+].